From a dataset of Reaction yield outcomes from USPTO patents with 853,638 reactions. Predict the reaction yield, written as a fraction of the theoretical maximum amount of product (1.0 means a 100% yield; for example, 0.34 means a 34% yield). (1) The reactants are Br[CH2:2][C:3]([C:5]1[CH:13]=[CH:12][CH:11]=[C:10]2[C:6]=1[C:7]1([C:27]3[C:18](=[CH:19][C:20]4[O:25][CH2:24][CH2:23][O:22][C:21]=4[CH:26]=3)[O:17][CH2:16]1)[C:8](=[O:15])[N:9]2[CH3:14])=O.[NH2:28][C:29]([NH2:31])=[S:30]. The catalyst is C(O)C. The product is [NH2:31][C:29]1[S:30][CH:2]=[C:3]([C:5]2[CH:13]=[CH:12][CH:11]=[C:10]3[C:6]=2[C:7]2([C:27]4[C:18](=[CH:19][C:20]5[O:25][CH2:24][CH2:23][O:22][C:21]=5[CH:26]=4)[O:17][CH2:16]2)[C:8](=[O:15])[N:9]3[CH3:14])[N:28]=1. The yield is 0.840. (2) The reactants are N1C(Cl)=NC(Cl)=NC=1Cl.[C:10]([O:14][C:15](=[O:28])[NH:16][CH2:17][C:18]1([CH2:24][C:25](=O)[NH2:26])[CH2:23][CH2:22][CH2:21][CH2:20][CH2:19]1)([CH3:13])([CH3:12])[CH3:11].CCCCCC.CCOC(C)=O. The catalyst is CN(C=O)C. The product is [C:10]([O:14][C:15](=[O:28])[NH:16][CH2:17][C:18]1([CH2:24][C:25]#[N:26])[CH2:19][CH2:20][CH2:21][CH2:22][CH2:23]1)([CH3:11])([CH3:13])[CH3:12]. The yield is 0.800. (3) No catalyst specified. The reactants are [NH2:1][C:2]1[N:6]([C:7]2[CH:12]=[CH:11][CH:10]=[C:9]([Br:13])[CH:8]=2)[N:5]=[C:4]([C:14]([O:16][CH2:17][CH3:18])=[O:15])[C:3]=1[SH:19].[CH2:20](OC(OCC)OCC)C.B(F)(F)F.CCOCC. The yield is 0.680. The product is [Br:13][C:9]1[CH:8]=[C:7]([N:6]2[C:2]3[N:1]=[CH:20][S:19][C:3]=3[C:4]([C:14]([O:16][CH2:17][CH3:18])=[O:15])=[N:5]2)[CH:12]=[CH:11][CH:10]=1. (4) The reactants are [NH2:1][C:2]1[C:7]([S:8](Cl)(=[O:10])=[O:9])=[CH:6][C:5]([Br:12])=[CH:4][N:3]=1.[N:13]1[CH:18]=CC=C[CH:14]=1.CNC.C1COCC1. The catalyst is O1CCOCC1. The product is [NH2:1][C:2]1[C:7]([S:8]([N:13]([CH3:18])[CH3:14])(=[O:10])=[O:9])=[CH:6][C:5]([Br:12])=[CH:4][N:3]=1. The yield is 0.550. (5) The reactants are [S:1]1[CH:5]=[CH:4][N:3]=[C:2]1[CH2:6][OH:7].[H-].[Na+].[Cl:10][C:11]1[CH:16]=[C:15]([N+:17]([O-:19])=[O:18])[CH:14]=[CH:13][C:12]=1F.O. The catalyst is CN(C=O)C. The product is [Cl:10][C:11]1[CH:16]=[C:15]([N+:17]([O-:19])=[O:18])[CH:14]=[CH:13][C:12]=1[O:7][CH2:6][C:2]1[S:1][CH:5]=[CH:4][N:3]=1. The yield is 0.990. (6) The product is [CH3:27][N:18]([C:12]1[CH:13]=[CH:14][CH:15]=[C:16]2[C:11]=1[NH:10][C:9]([C:7]1[S:8][CH:4]([CH2:3][CH:2]=[O:1])[CH2:5][N:6]=1)=[CH:17]2)[S:19]([C:22]1[S:23][CH:24]=[CH:25][CH:26]=1)(=[O:20])=[O:21]. The catalyst is C(#N)C. The reactants are [OH:1][CH2:2][CH2:3][CH:4]1[S:8][C:7]([C:9]2[NH:10][C:11]3[C:16]([CH:17]=2)=[CH:15][CH:14]=[CH:13][C:12]=3[N:18]([CH3:27])[S:19]([C:22]2[S:23][CH:24]=[CH:25][CH:26]=2)(=[O:21])=[O:20])=[N:6][CH2:5]1.CC(OI1(OC(C)=O)(OC(C)=O)OC(=O)C2C=CC=CC1=2)=O.O. The yield is 0.220. (7) The yield is 0.730. The reactants are [Br:1]Br.[Br:3][C:4]1[CH:5]=[C:6]2[C:11](=[CH:12][CH:13]=1)[CH:10]=[C:9]([C:14](=[O:16])[CH3:15])[CH:8]=[CH:7]2. The product is [Br:1][CH2:15][C:14]([C:9]1[CH:8]=[CH:7][C:6]2[C:11](=[CH:12][CH:13]=[C:4]([Br:3])[CH:5]=2)[CH:10]=1)=[O:16]. The catalyst is C(O)(=O)C.